Dataset: Catalyst prediction with 721,799 reactions and 888 catalyst types from USPTO. Task: Predict which catalyst facilitates the given reaction. (1) Reactant: ClC(Cl)C(O)=O.CO.COC1C=CC(C([O:30][CH2:31][CH2:32][O:33][CH2:34][CH2:35][O:36][CH2:37][CH2:38][O:39][CH2:40][CH2:41][O:42][N:43]2[C:47](=[O:48])[C:46]3=[CH:49][CH:50]=[CH:51][CH:52]=[C:45]3[C:44]2=[O:53])(C2C=CC=CC=2)C2C=CC(OC)=CC=2)=CC=1. Product: [C:44]1(=[O:53])[N:43]([O:42][CH2:41][CH2:40][O:39][CH2:38][CH2:37][O:36][CH2:35][CH2:34][O:33][CH2:32][CH2:31][OH:30])[C:47](=[O:48])[C:46]2=[CH:49][CH:50]=[CH:51][CH:52]=[C:45]12. The catalyst class is: 2. (2) Reactant: [CH2:1]([S:3][CH2:4][CH:5]1[N:11]2[C:12](=[O:15])[O:13][N:14]=[C:10]2[CH2:9][CH2:8][CH2:7][CH2:6]1)[CH3:2].C1C=C(Cl)C=C(C(OO)=[O:24])C=1. Product: [CH2:1]([S:3]([CH2:4][CH:5]1[N:11]2[C:12](=[O:15])[O:13][N:14]=[C:10]2[CH2:9][CH2:8][CH2:7][CH2:6]1)=[O:24])[CH3:2]. The catalyst class is: 2. (3) Reactant: [C:1]1([S:7]([N:10]2[C:14]3=[N:15][CH:16]=[C:17]([N+:20]([O-:22])=[O:21])[C:18](Cl)=[C:13]3[CH:12]=[CH:11]2)(=[O:9])=[O:8])[CH:6]=[CH:5][CH:4]=[CH:3][CH:2]=1.[NH2:23][C@H:24]1[CH2:29][CH2:28][CH2:27][N:26]([C:30]([O:32][C:33]([CH3:36])([CH3:35])[CH3:34])=[O:31])[CH2:25]1.C(N(C(C)C)CC)(C)C. Product: [C:33]([O:32][C:30]([N:26]1[CH2:27][CH2:28][CH2:29][C@H:24]([NH:23][C:18]2[C:17]([N+:20]([O-:22])=[O:21])=[CH:16][N:15]=[C:14]3[N:10]([S:7]([C:1]4[CH:6]=[CH:5][CH:4]=[CH:3][CH:2]=4)(=[O:9])=[O:8])[CH:11]=[CH:12][C:13]=23)[CH2:25]1)=[O:31])([CH3:36])([CH3:34])[CH3:35]. The catalyst class is: 41. (4) Reactant: [Br-:1].[Br-].[Br-].C1([N+](C)(C)C)C=CC=CC=1.C1([N+](C)(C)C)C=CC=CC=1.C1([N+](C)(C)C)C=CC=CC=1.[N+:34]([C:37]1[C:42]([OH:43])=[CH:41][CH:40]=[CH:39][N:38]=1)([O-:36])=[O:35].C(N(CC)CC)C.Cl.[O-]S([O-])(=S)=O.[Na+].[Na+]. Product: [Br:1][C:39]1[N:38]=[C:37]([N+:34]([O-:36])=[O:35])[C:42]([OH:43])=[CH:41][CH:40]=1. The catalyst class is: 1. (5) Reactant: [CH3:1][C:2]([C:5]1[CH:6]=[C:7](/[CH:16]=[C:17]2/[C:18](=[O:24])[N:19]([CH3:23])[CH2:20][CH2:21][S:22]/2)[CH:8]=[C:9]([C:12]([CH3:15])([CH3:14])[CH3:13])[C:10]=1[OH:11])([CH3:4])[CH3:3].ClC1C=C(C=CC=1)C(OO)=[O:30]. Product: [CH3:4][C:2]([C:5]1[CH:6]=[C:7](/[CH:16]=[C:17]2/[C:18](=[O:24])[N:19]([CH3:23])[CH2:20][CH2:21][S:22]/2=[O:30])[CH:8]=[C:9]([C:12]([CH3:13])([CH3:14])[CH3:15])[C:10]=1[OH:11])([CH3:1])[CH3:3]. The catalyst class is: 4.